Dataset: Full USPTO retrosynthesis dataset with 1.9M reactions from patents (1976-2016). Task: Predict the reactants needed to synthesize the given product. (1) Given the product [CH2:18]([C:10]1([C:13]([O:15][CH2:16][CH3:17])=[O:14])[CH2:11][CH2:12][N:7]([C:5]2[S:4][N:3]=[C:2]([C:38]3[CH:39]=[C:40]([C:41]4[CH:46]=[CH:45][CH:44]=[CH:43][N:42]=4)[C:34]4[S:33][C:32]([NH:31][C:29](=[O:30])[NH:28][CH2:26][CH3:27])=[N:36][C:35]=4[CH:37]=3)[N:6]=2)[CH2:8][CH2:9]1)[CH3:19], predict the reactants needed to synthesize it. The reactants are: Cl[C:2]1[N:6]=[C:5]([N:7]2[CH2:12][CH2:11][C:10]([CH2:18][CH3:19])([C:13]([O:15][CH2:16][CH3:17])=[O:14])[CH2:9][CH2:8]2)[S:4][N:3]=1.C(=O)([O-])[O-].[Cs+].[Cs+].[CH2:26]([NH:28][C:29]([NH:31][C:32]1[S:33][C:34]2[C:40]([C:41]3[CH:46]=[CH:45][CH:44]=[CH:43][N:42]=3)=[CH:39][C:38](B(O)O)=[CH:37][C:35]=2[N:36]=1)=[O:30])[CH3:27]. (2) Given the product [Br:14][C:4]#[C:3][C:2]([OH:1])([CH2:7][CH3:8])[CH2:5][CH3:6], predict the reactants needed to synthesize it. The reactants are: [OH:1][C:2]([CH2:7][CH3:8])([CH2:5][CH3:6])[C:3]#[CH:4].C([Li])CCC.[Br:14]Br.CCOCC. (3) The reactants are: [C:1]1([C:27]2[CH:32]=[CH:31][CH:30]=[CH:29][CH:28]=2)[CH:6]=[CH:5][C:4]([C:7]([N:9]2[CH2:14][CH2:13][N:12]([C:15]3[C:16]4[CH:24]=[C:23]([CH2:25][CH3:26])[S:22][C:17]=4[N:18]=[C:19]([NH2:21])[N:20]=3)[CH2:11][CH2:10]2)=[O:8])=[CH:3][CH:2]=1.[C:33]([O:38][CH2:39][CH2:40][N:41]=[C:42]=[O:43])(=[O:37])[C:34]([CH3:36])=[CH2:35]. Given the product [CH3:36][C:34](=[CH2:35])[C:33]([O:38][CH2:39][CH2:40][NH:41][C:42]([NH:21][C:19]1[N:20]=[C:15]([N:12]2[CH2:11][CH2:10][N:9]([C:7]([C:4]3[CH:5]=[CH:6][C:1]([C:27]4[CH:32]=[CH:31][CH:30]=[CH:29][CH:28]=4)=[CH:2][CH:3]=3)=[O:8])[CH2:14][CH2:13]2)[C:16]2[CH:24]=[C:23]([CH2:25][CH3:26])[S:22][C:17]=2[N:18]=1)=[O:43])=[O:37], predict the reactants needed to synthesize it. (4) Given the product [CH2:1]([O:5][C:6]1[CH:11]=[CH:10][C:9]([CH3:12])=[C:8]([NH2:13])[CH:7]=1)[CH:2]([CH3:4])[CH3:3], predict the reactants needed to synthesize it. The reactants are: [CH2:1]([O:5][C:6]1[CH:11]=[CH:10][C:9]([CH3:12])=[C:8]([N+:13]([O-])=O)[CH:7]=1)[CH:2]([CH3:4])[CH3:3].CC1C=CC(OCCC)=CC=1N. (5) Given the product [CH3:1][C:2]1[C:3]([N:8]([CH2:33][O:34][CH3:35])[S:9]([C:12]2[C:13]([C:18]3[CH:23]=[CH:22][C:21]([CH2:24][OH:25])=[CH:20][C:19]=3[CH2:29][O:30][CH2:31][CH3:32])=[CH:14][CH:15]=[CH:16][CH:17]=2)(=[O:11])=[O:10])=[N:4][O:5][C:6]=1[CH3:7], predict the reactants needed to synthesize it. The reactants are: [CH3:1][C:2]1[C:3]([N:8]([CH2:33][O:34][CH3:35])[S:9]([C:12]2[C:13]([C:18]3[CH:23]=[CH:22][C:21]([C:24](OCC)=[O:25])=[CH:20][C:19]=3[CH2:29][O:30][CH2:31][CH3:32])=[CH:14][CH:15]=[CH:16][CH:17]=2)(=[O:11])=[O:10])=[N:4][O:5][C:6]=1[CH3:7].CC(C[AlH]CC(C)C)C.[Cl-].[NH4+]. (6) Given the product [C:43]([O:46][CH2:47][N:10]1[C:9](=[O:34])[C:8]2[C:13]([N:14]([CH2:15][CH2:16][N:17]3[CH2:22][CH2:21][CH:20]([C:23]([O:25][CH2:26][C:27]4[CH:32]=[CH:31][CH:30]=[CH:29][CH:28]=4)=[O:24])[CH2:19][CH2:18]3)[C:5]3[CH:4]=[C:3]([CH3:36])[C:2]([CH3:1])=[CH:35][C:6]=3[N:7]=2)=[N:12][C:11]1=[O:33])(=[O:45])[CH3:44], predict the reactants needed to synthesize it. The reactants are: [CH3:1][C:2]1[C:3]([CH3:36])=[CH:4][C:5]2[N:14]([CH2:15][CH2:16][N:17]3[CH2:22][CH2:21][CH:20]([C:23]([O:25][CH2:26][C:27]4[CH:32]=[CH:31][CH:30]=[CH:29][CH:28]=4)=[O:24])[CH2:19][CH2:18]3)[C:13]3[C:8]([C:9](=[O:34])[NH:10][C:11](=[O:33])[N:12]=3)=[N:7][C:6]=2[CH:35]=1.C(=O)([O-])[O-].[K+].[K+].[C:43]([O:46][CH2:47]Cl)(=[O:45])[CH3:44].O. (7) Given the product [CH2:6]([C:8]1[CH:9]=[C:10]([C:15](=[O:21])[CH3:16])[CH:11]=[CH:12][C:13]=1[F:14])[CH3:7], predict the reactants needed to synthesize it. The reactants are: OS(O)(=O)=O.[CH2:6]([C:8]1[CH:9]=[C:10]([C:15]#[C:16][Si](C)(C)C)[CH:11]=[CH:12][C:13]=1[F:14])[CH3:7].[O:21]1CCCC1.